From a dataset of Peptide-MHC class I binding affinity with 185,985 pairs from IEDB/IMGT. Regression. Given a peptide amino acid sequence and an MHC pseudo amino acid sequence, predict their binding affinity value. This is MHC class I binding data. (1) The peptide sequence is ETRSFTTHF. The MHC is HLA-A24:03 with pseudo-sequence HLA-A24:03. The binding affinity (normalized) is 0.0847. (2) The peptide sequence is SLFTEQAFY. The MHC is HLA-A02:01 with pseudo-sequence HLA-A02:01. The binding affinity (normalized) is 0.0914. (3) The peptide sequence is GRWMLPQGM. The MHC is HLA-B15:01 with pseudo-sequence HLA-B15:01. The binding affinity (normalized) is 0.0847. (4) The peptide sequence is QTHFPQFYW. The binding affinity (normalized) is 0.0847. The MHC is HLA-B27:05 with pseudo-sequence HLA-B27:05.